The task is: Predict which catalyst facilitates the given reaction.. This data is from Catalyst prediction with 721,799 reactions and 888 catalyst types from USPTO. (1) Reactant: [Cl:1][C:2]1[CH:3]=[C:4]([CH:25]=[CH:26][C:27]=1[Cl:28])[CH2:5][N:6]1[CH2:11][CH2:10][O:9][C@@H:8]([CH2:12][NH:13][C:14](=[O:24])[CH2:15][S:16][C:17]2[S:18][CH:19]=[C:20]([CH:22]=O)[N:21]=2)[CH2:7]1.C(O)(=O)[CH2:30][C:31]([OH:33])=[O:32].N1CCCCC1.Cl. Product: [C:31](/[CH:30]=[CH:22]/[C:20]1[N:21]=[C:17]([S:16][CH2:15][C:14]([NH:13][CH2:12][C@@H:8]2[O:9][CH2:10][CH2:11][N:6]([CH2:5][C:4]3[CH:25]=[CH:26][C:27]([Cl:28])=[C:2]([Cl:1])[CH:3]=3)[CH2:7]2)=[O:24])[S:18][CH:19]=1)([OH:33])=[O:32]. The catalyst class is: 228. (2) Reactant: [C:1]1([C:28]2[CH:33]=[CH:32][CH:31]=[CH:30][CH:29]=2)[CH:6]=[CH:5][C:4]([C:7]2[N:12]=[C:11]3[CH:13]=[C:14]([C:16]([NH:18][CH2:19][C:20]([O:22]C(C)(C)C)=[O:21])=[O:17])[NH:15][C:10]3=[CH:9][C:8]=2[Cl:27])=[CH:3][CH:2]=1.Cl. Product: [C:1]1([C:28]2[CH:33]=[CH:32][CH:31]=[CH:30][CH:29]=2)[CH:6]=[CH:5][C:4]([C:7]2[N:12]=[C:11]3[CH:13]=[C:14]([C:16]([NH:18][CH2:19][C:20]([OH:22])=[O:21])=[O:17])[NH:15][C:10]3=[CH:9][C:8]=2[Cl:27])=[CH:3][CH:2]=1. The catalyst class is: 12. (3) Reactant: [Cl:1][C:2]1[C:7]([CH2:8][NH:9][C:10](=[O:15])[C:11]([CH3:14])([CH3:13])[CH3:12])=[CH:6][CH:5]=[C:4]([Cl:16])[C:3]=1[NH:17][C:18]1[N:39]([CH3:40])[C:21]2=[N:22][C:23]([N:29]3[CH2:34][CH2:33][CH:32]([C:35]([F:38])([F:37])[F:36])[CH2:31][CH2:30]3)=[C:24]([C:26](O)=[O:27])[CH:25]=[C:20]2[N:19]=1.ClC(N(C)C)=C(C)C.[F:49][C:50]([F:60])([F:59])[O:51][C:52]1[CH:58]=[CH:57][C:55]([NH2:56])=[CH:54][CH:53]=1.N1C=CC=CC=1. Product: [F:49][C:50]([F:59])([F:60])[O:51][C:52]1[CH:53]=[CH:54][C:55]([NH:56][C:26]([C:24]2[CH:25]=[C:20]3[N:19]=[C:18]([NH:17][C:3]4[C:4]([Cl:16])=[CH:5][CH:6]=[C:7]([CH2:8][NH:9][C:10](=[O:15])[C:11]([CH3:13])([CH3:14])[CH3:12])[C:2]=4[Cl:1])[N:39]([CH3:40])[C:21]3=[N:22][C:23]=2[N:29]2[CH2:30][CH2:31][CH:32]([C:35]([F:36])([F:38])[F:37])[CH2:33][CH2:34]2)=[O:27])=[CH:57][CH:58]=1. The catalyst class is: 496. (4) Reactant: C(=O)([O-])[O-].[K+].[K+].[I-].[Na+].[CH3:9][CH:10]([CH3:26])[C:11]([NH:13][C:14]1[CH:19]=[CH:18][CH:17]=[C:16]([CH:20]2[CH2:25][CH2:24][NH:23][CH2:22][CH2:21]2)[CH:15]=1)=[O:12].Cl[CH2:28][CH2:29][C@H:30]([N:37]1[C:45](=[O:46])[C:44]2[C:39](=[CH:40][CH:41]=[CH:42][CH:43]=2)[C:38]1=[O:47])[C:31]1[CH:36]=[CH:35][CH:34]=[CH:33][CH:32]=1. Product: [O:46]=[C:45]1[C:44]2[C:39](=[CH:40][CH:41]=[CH:42][CH:43]=2)[C:38](=[O:47])[N:37]1[C@H:30]([C:31]1[CH:32]=[CH:33][CH:34]=[CH:35][CH:36]=1)[CH2:29][CH2:28][N:23]1[CH2:24][CH2:25][CH:20]([C:16]2[CH:15]=[C:14]([NH:13][C:11](=[O:12])[CH:10]([CH3:26])[CH3:9])[CH:19]=[CH:18][CH:17]=2)[CH2:21][CH2:22]1. The catalyst class is: 18. (5) Reactant: Br[CH2:2][C:3](=O)[CH2:4][CH2:5][CH2:6][CH2:7][CH2:8][NH:9][C:10](=[O:20])[CH2:11][S:12][C:13]1[CH:18]=[CH:17][C:16]([F:19])=[CH:15][CH:14]=1.[C:22](=[S:30])([NH2:29])[C:23]1[CH:28]=[CH:27][CH:26]=[CH:25][CH:24]=1. Product: [F:19][C:16]1[CH:17]=[CH:18][C:13]([S:12][CH2:11][C:10]([NH:9][CH2:8][CH2:7][CH2:6][CH2:5][CH2:4][C:3]2[N:29]=[C:22]([C:23]3[CH:28]=[CH:27][CH:26]=[CH:25][CH:24]=3)[S:30][CH:2]=2)=[O:20])=[CH:14][CH:15]=1. The catalyst class is: 5. (6) Reactant: [H-].[Na+].[Br:3][C:4]1[C:8]2[CH:9]=[N:10][C:11]([C:13]([O:15][CH3:16])=[O:14])=[CH:12][C:7]=2[NH:6][N:5]=1.[C:17]1([C:23](Cl)([C:30]2[CH:35]=[CH:34][CH:33]=[CH:32][CH:31]=2)[C:24]2[CH:29]=[CH:28][CH:27]=[CH:26][CH:25]=2)[CH:22]=[CH:21][CH:20]=[CH:19][CH:18]=1. Product: [Br:3][C:4]1[C:8]2[CH:9]=[N:10][C:11]([C:13]([O:15][CH3:16])=[O:14])=[CH:12][C:7]=2[N:6]([C:23]([C:17]2[CH:22]=[CH:21][CH:20]=[CH:19][CH:18]=2)([C:30]2[CH:31]=[CH:32][CH:33]=[CH:34][CH:35]=2)[C:24]2[CH:25]=[CH:26][CH:27]=[CH:28][CH:29]=2)[N:5]=1. The catalyst class is: 3. (7) Reactant: [Cl:1][C:2]1[CH:15]=[CH:14][C:5]([CH2:6][NH:7]C(=O)C(F)(F)F)=[CH:4][C:3]=1[C:16]1[NH:20][C:19](=[O:21])[N:18]([C:22]2[CH:27]=[CH:26][CH:25]=[C:24]([C:28]([F:31])([F:30])[F:29])[CH:23]=2)[N:17]=1.[OH-].[K+].O. Product: [NH2:7][CH2:6][C:5]1[CH:14]=[CH:15][C:2]([Cl:1])=[C:3]([C:16]2[NH:20][C:19](=[O:21])[N:18]([C:22]3[CH:27]=[CH:26][CH:25]=[C:24]([C:28]([F:30])([F:31])[F:29])[CH:23]=3)[N:17]=2)[CH:4]=1. The catalyst class is: 1. (8) Reactant: C([O:3][C:4]1[CH:9]=[C:8]([Br:10])[CH:7]=[CH:6][C:5]=1[O:11][CH2:12][CH:13]1[CH2:15][O:14]1)=O.[OH-].[K+].[OH-].[Na+].O. Product: [Br:10][C:8]1[CH:7]=[CH:6][C:5]2[O:11][CH2:12][CH:13]([CH2:15][OH:14])[O:3][C:4]=2[CH:9]=1. The catalyst class is: 225. (9) Reactant: CN.Br[CH2:4][CH2:5][CH2:6][CH2:7][OH:8].[CH2:9]([N:11](CC)CC)C.[C:16](O[C:16]([O:18][C:19]([CH3:22])([CH3:21])[CH3:20])=[O:17])([O:18][C:19]([CH3:22])([CH3:21])[CH3:20])=[O:17]. Product: [OH:8][CH2:7][CH2:6][CH2:5][CH2:4][N:11]([CH3:9])[C:16](=[O:17])[O:18][C:19]([CH3:22])([CH3:21])[CH3:20]. The catalyst class is: 46. (10) Reactant: [Br:1][C:2]1[CH:3]=[C:4]2[C:15]3([CH2:19][S:18][C:17]([NH2:20])=[N:16]3)[C:14]3[C:9](=[CH:10][CH:11]=[C:12]([I:21])[CH:13]=3)[O:8][C:5]2=[N:6][CH:7]=1.[C:22](=[O:25])(O)[O-:23].[Na+]. Product: [Br:1][C:2]1[CH:3]=[C:4]2[C:15]3([CH2:19][S:18][C:17]([NH:20][C:22](=[O:25])[O:23][C:4]([CH3:15])([CH3:5])[CH3:3])=[N:16]3)[C:14]3[C:9](=[CH:10][CH:11]=[C:12]([I:21])[CH:13]=3)[O:8][C:5]2=[N:6][CH:7]=1. The catalyst class is: 225.